Dataset: Catalyst prediction with 721,799 reactions and 888 catalyst types from USPTO. Task: Predict which catalyst facilitates the given reaction. (1) Reactant: [C:1]([C:3]1[CH:4]=[CH:5][C:6]([N:10]2[C@@H:14]([CH:15]3[CH2:19][CH2:18][CH2:17][CH2:16]3)[CH2:13][C:12]([C:20]3[CH:28]=[CH:27][C:23]([C:24](O)=[O:25])=[C:22]([O:29][CH2:30][CH3:31])[CH:21]=3)=[N:11]2)=[N:7][C:8]=1[CH3:9])#[N:2].C(N1C=CN=C1)([N:34]1C=CN=C1)=O.[OH-].[NH4+].O. Product: [C:1]([C:3]1[CH:4]=[CH:5][C:6]([N:10]2[C@@H:14]([CH:15]3[CH2:16][CH2:17][CH2:18][CH2:19]3)[CH2:13][C:12]([C:20]3[CH:28]=[CH:27][C:23]([C:24]([NH2:34])=[O:25])=[C:22]([O:29][CH2:30][CH3:31])[CH:21]=3)=[N:11]2)=[N:7][C:8]=1[CH3:9])#[N:2]. The catalyst class is: 9. (2) Product: [N+:1]([C:4]1[CH:5]=[CH:6][C:7]([N:10]2[CH2:15][CH2:14][N:13]([C:24]([O:26][CH2:27][C:28]3[CH:33]=[CH:32][CH:31]=[CH:30][CH:29]=3)=[O:25])[CH2:12][CH2:11]2)=[CH:8][CH:9]=1)([O-:3])=[O:2]. The catalyst class is: 76. Reactant: [N+:1]([C:4]1[CH:9]=[CH:8][C:7]([N:10]2[CH2:15][CH2:14][NH:13][CH2:12][CH2:11]2)=[CH:6][CH:5]=1)([O-:3])=[O:2].CCN(CC)CC.Cl[C:24]([O:26][CH2:27][C:28]1[CH:33]=[CH:32][CH:31]=[CH:30][CH:29]=1)=[O:25]. (3) Reactant: [B-](F)(F)(F)F.CCN([S+](F)[F:12])CC.[CH:14]1([CH:20](O)[CH2:21][CH:22]2[C:30]3[C:25](=[CH:26][CH:27]=[CH:28][CH:29]=3)[C:24]3=[CH:31][N:32]=[CH:33][N:23]23)[CH2:19][CH2:18][CH2:17][CH2:16][CH2:15]1.C(N(CC)CC)C.[H][H]. Product: [F:12][C:14]1([CH2:20][CH2:21][CH:22]2[C:30]3[C:25](=[CH:26][CH:27]=[CH:28][CH:29]=3)[C:24]3=[CH:31][N:32]=[CH:33][N:23]23)[CH2:19][CH2:18][CH2:17][CH2:16][CH2:15]1. The catalyst class is: 2. (4) Reactant: [H-].[H-].[H-].[H-].[Li+].[Al+3].[CH:7]1([NH:12][C:13]2[C:18]([C:19]#[N:20])=[CH:17][N:16]=[C:15]([S:21][CH3:22])[N:14]=2)[CH2:11][CH2:10][CH2:9][CH2:8]1.S([O-])([O-])(=O)=O.[NH4+].[NH4+]. Product: [NH2:20][CH2:19][C:18]1[C:13]([NH:12][CH:7]2[CH2:11][CH2:10][CH2:9][CH2:8]2)=[N:14][C:15]([S:21][CH3:22])=[N:16][CH:17]=1. The catalyst class is: 7. (5) Reactant: [C:1]([O:5][C:6](=[O:18])[NH:7][C@H:8]([CH2:16][OH:17])[CH2:9][C:10]1[CH:15]=[CH:14][CH:13]=[CH:12][CH:11]=1)([CH3:4])([CH3:3])[CH3:2].C(N(CC)CC)C.[CH3:26][S:27](Cl)(=[O:29])=[O:28]. Product: [C:1]([O:5][C:6]([NH:7][C@@H:8]([CH2:9][C:10]1[CH:15]=[CH:14][CH:13]=[CH:12][CH:11]=1)[CH2:16][O:17][S:27]([CH3:26])(=[O:29])=[O:28])=[O:18])([CH3:3])([CH3:2])[CH3:4]. The catalyst class is: 91. (6) Reactant: Cl[C:2]1[N:7]=[CH:6][C:5]([S:8]([NH:11][C:12]2[CH:17]=[C:16]([C:18]([N:20]3[CH2:25][CH2:24][CH:23]([C:26]4[CH:31]=[CH:30][C:29]([C:32]#[N:33])=[CH:28][CH:27]=4)[CH2:22][CH2:21]3)=[O:19])[CH:15]=[CH:14][C:13]=2[CH3:34])(=[O:10])=[O:9])=[CH:4][CH:3]=1.[H][H].C(N(CC)CC)C. Product: [C:32]([C:29]1[CH:30]=[CH:31][C:26]([CH:23]2[CH2:22][CH2:21][N:20]([C:18]([C:16]3[CH:15]=[CH:14][C:13]([CH3:34])=[C:12]([NH:11][S:8]([C:5]4[CH:6]=[N:7][CH:2]=[CH:3][CH:4]=4)(=[O:9])=[O:10])[CH:17]=3)=[O:19])[CH2:25][CH2:24]2)=[CH:27][CH:28]=1)#[N:33]. The catalyst class is: 358.